Dataset: Full USPTO retrosynthesis dataset with 1.9M reactions from patents (1976-2016). Task: Predict the reactants needed to synthesize the given product. (1) Given the product [Br:21][C:22]1[C:23]([CH2:29][N:14]2[C@@H:13]([CH3:18])[C@@H:12]([C:4]3[CH:5]=[C:6]([C:8]([F:9])([F:11])[F:10])[CH:7]=[C:2]([F:1])[CH:3]=3)[O:16][C:15]2=[O:17])=[N:24][C:25]([Cl:28])=[CH:26][CH:27]=1, predict the reactants needed to synthesize it. The reactants are: [F:1][C:2]1[CH:3]=[C:4]([C@H:12]2[O:16][C:15](=[O:17])[NH:14][C@H:13]2[CH3:18])[CH:5]=[C:6]([C:8]([F:11])([F:10])[F:9])[CH:7]=1.[H-].[Na+].[Br:21][C:22]1[C:23]([CH2:29]Br)=[N:24][C:25]([Cl:28])=[CH:26][CH:27]=1. (2) Given the product [CH3:1][O:2][C:3]([C@@H:5]1[CH2:9][C@@H:8]([O:10][C:23]([N:25]2[CH2:26][C:27]3[C:38](=[CH:37][CH:36]=[CH:32][C:31]=3[F:30])[CH2:29]2)=[O:24])[CH2:7][N:6]1[C:11]([O:13][C:14]([CH3:17])([CH3:16])[CH3:15])=[O:12])=[O:4], predict the reactants needed to synthesize it. The reactants are: [CH3:1][O:2][C:3]([CH:5]1[CH2:9][CH:8]([OH:10])[CH2:7][N:6]1[C:11]([O:13][C:14]([CH3:17])([CH3:16])[CH3:15])=[O:12])=[O:4].C1N=CN([C:23]([N:25]2[CH:29]=N[CH:27]=[CH:26]2)=[O:24])C=1.[F:30][C:31]1C=[CH:38][CH:37]=[C:36]2[C:32]=1CNC2. (3) Given the product [F:7][C:8]1[CH:9]=[C:10]2[C:15](=[CH:16][C:17]=1[N:1]1[CH2:6][CH2:5][S:4][CH2:3][CH2:2]1)[N:14]([CH2:19][C:20]1[CH:21]=[CH:22][C:23]([C:26]([F:29])([F:27])[F:28])=[CH:24][CH:25]=1)[CH:13]=[C:12]([C:30]#[N:31])[C:11]2=[O:32], predict the reactants needed to synthesize it. The reactants are: [NH:1]1[CH2:6][CH2:5][S:4][CH2:3][CH2:2]1.[F:7][C:8]1[CH:9]=[C:10]2[C:15](=[CH:16][C:17]=1F)[N:14]([CH2:19][C:20]1[CH:25]=[CH:24][C:23]([C:26]([F:29])([F:28])[F:27])=[CH:22][CH:21]=1)[CH:13]=[C:12]([C:30]#[N:31])[C:11]2=[O:32]. (4) The reactants are: [NH2:1][C:2]1[C:10]([F:11])=[CH:9][CH:8]=[CH:7][C:3]=1[C:4]([OH:6])=[O:5].[Br:12]Br.Br. Given the product [NH2:1][C:2]1[C:10]([F:11])=[CH:9][C:8]([Br:12])=[CH:7][C:3]=1[C:4]([OH:6])=[O:5], predict the reactants needed to synthesize it. (5) Given the product [CH3:20][N:17]1[CH2:18][CH2:19][N:14]([CH:10]2[CH2:11][CH2:12][CH2:13][NH:8][CH2:9]2)[CH2:15][CH2:16]1.[C:26]([OH:28])([C:25]([F:30])([F:29])[F:24])=[O:27], predict the reactants needed to synthesize it. The reactants are: C(OC([N:8]1[CH2:13][CH2:12][CH2:11][CH:10]([N:14]2[CH2:19][CH2:18][N:17]([CH3:20])[CH2:16][CH2:15]2)[CH2:9]1)=O)(C)(C)C.C(Cl)Cl.[F:24][C:25]([F:30])([F:29])[C:26]([OH:28])=[O:27]. (6) Given the product [CH3:32][O:33][C:34](=[O:53])[CH2:35][CH2:36][C:37]1[CH:42]=[CH:41][C:40]([O:21][CH2:20][CH2:19][C:3]2[N:4]=[C:5]([C:7]3[CH:12]=[CH:11][C:10]([N:13]4[CH2:18][CH2:17][O:16][CH2:15][CH2:14]4)=[CH:9][CH:8]=3)[O:6][C:2]=2[CH3:1])=[CH:39][C:38]=1[CH2:44][CH2:45][NH:46][C:47]([O:49][CH:50]([CH3:51])[CH3:52])=[O:48], predict the reactants needed to synthesize it. The reactants are: [CH3:1][C:2]1[O:6][C:5]([C:7]2[CH:12]=[CH:11][C:10]([N:13]3[CH2:18][CH2:17][O:16][CH2:15][CH2:14]3)=[CH:9][CH:8]=2)=[N:4][C:3]=1[CH2:19][CH2:20][O:21]S(C1C=CC(C)=CC=1)(=O)=O.[CH3:32][O:33][C:34](=[O:53])[CH2:35][CH2:36][C:37]1[CH:42]=[CH:41][C:40](O)=[CH:39][C:38]=1[CH2:44][CH2:45][NH:46][C:47]([O:49][CH:50]([CH3:52])[CH3:51])=[O:48].C([O-])([O-])=O.[K+].[K+].